From a dataset of Catalyst prediction with 721,799 reactions and 888 catalyst types from USPTO. Predict which catalyst facilitates the given reaction. (1) Reactant: [I:1][C:2]1[CH:12]=[CH:11][C:5]([C:6]([O:8][CH2:9][CH3:10])=[O:7])=[CH:4][C:3]=1[N+:13]([O-])=O.[Sn](Cl)Cl. Product: [NH2:13][C:3]1[CH:4]=[C:5]([CH:11]=[CH:12][C:2]=1[I:1])[C:6]([O:8][CH2:9][CH3:10])=[O:7]. The catalyst class is: 13. (2) Reactant: [Cl:1][C:2]1[CH:16]=[CH:15][C:5]([CH2:6][N:7]2[CH2:12][CH2:11][C:10](=[N:13]O)[CH2:9][CH2:8]2)=[CH:4][CH:3]=1.[H-].[Al+3].[Li+].[H-].[H-].[H-].[OH-].[Na+]. Product: [NH2:13][CH:10]1[CH2:9][CH2:8][N:7]([CH2:6][C:5]2[CH:15]=[CH:16][C:2]([Cl:1])=[CH:3][CH:4]=2)[CH2:12][CH2:11]1. The catalyst class is: 7. (3) Product: [CH3:21][O:13][C:12]([C:11]1[C:10]2[C:5](=[CH:6][CH:7]=[CH:8][CH:9]=2)[N:4]=[C:3]([C:15]2[CH:20]=[CH:19][CH:18]=[CH:17][CH:16]=2)[C:2]=1[CH3:1])=[O:14]. Reactant: [CH3:1][C:2]1[C:3]([C:15]2[CH:20]=[CH:19][CH:18]=[CH:17][CH:16]=2)=[N:4][C:5]2[C:10]([C:11]=1[C:12]([OH:14])=[O:13])=[CH:9][CH:8]=[CH:7][CH:6]=2.[C:21](Cl)(=O)C(Cl)=O. The catalyst class is: 306.